From a dataset of CYP2C19 inhibition data for predicting drug metabolism from PubChem BioAssay. Regression/Classification. Given a drug SMILES string, predict its absorption, distribution, metabolism, or excretion properties. Task type varies by dataset: regression for continuous measurements (e.g., permeability, clearance, half-life) or binary classification for categorical outcomes (e.g., BBB penetration, CYP inhibition). Dataset: cyp2c19_veith. (1) The compound is O=C(N/N=C1/C[C@@H](O)[C@@H](O)[C@H]2[C@@H]1CC[C@@H]1C(=O)N(Cc3ccccc3)C(=O)[C@H]12)OCc1ccccc1. The result is 0 (non-inhibitor). (2) The compound is COc1cccc(-c2cncnc2Nc2ccccc2)c1. The result is 1 (inhibitor). (3) The molecule is CC(=O)N1CCC2(CCN(Cc3ccc(C#N)cc3)CC2)CC1. The result is 0 (non-inhibitor). (4) The compound is CCC(Sc1nc2cc3c(cc2c(=O)n1Cc1ccco1)OCO3)C(=O)Nc1cccc(OC)c1. The result is 1 (inhibitor). (5) The drug is O=C(O)c1cc2c(o1)CCC/C2=N\O. The result is 0 (non-inhibitor). (6) The compound is Cc1noc(C)c1C(=O)N1CCC2(CCCN(C(c3ccccc3)c3ccccc3)C2)CC1. The result is 0 (non-inhibitor). (7) The drug is CN1CCCC2(CCN(C(=O)c3cccn3C)CC2)C1. The result is 0 (non-inhibitor). (8) The molecule is COc1cccc(C2NC(c3cccc(OC)c3O)C(C)C(=O)C2C)c1O. The result is 1 (inhibitor). (9) The molecule is COc1cc(N)c(Cl)cc1C(=O)N[C@@H]1CN2CCC1CC2. The result is 1 (inhibitor). (10) The compound is CC(=O)NCCC(=O)Nc1sc2c(c1-c1nc3ccccc3[nH]1)CCCC2. The result is 1 (inhibitor).